From a dataset of Forward reaction prediction with 1.9M reactions from USPTO patents (1976-2016). Predict the product of the given reaction. (1) Given the reactants [I:1][C:2]1[CH:14]=[CH:13][C:12]2[C:11]3[C:6](=[CH:7][CH:8]=[CH:9][CH:10]=3)[CH2:5][C:4]=2[CH:3]=1.I[CH2:16][CH2:17][CH2:18][CH3:19], predict the reaction product. The product is: [CH2:16]([C:5]1([CH2:14][CH2:2][CH2:3][CH3:4])[C:4]2[CH:3]=[C:2]([I:1])[CH:14]=[CH:13][C:12]=2[C:11]2[C:6]1=[CH:7][CH:8]=[CH:9][CH:10]=2)[CH2:17][CH2:18][CH3:19]. (2) Given the reactants [Br:1][C:2]1[CH:7]=[CH:6][CH:5]=[CH:4][C:3]=1Br.[Li]CCCC.FC(F)(F)S(O[Si:20]([CH3:23])([CH3:22])[CH3:21])(=O)=O, predict the reaction product. The product is: [Br:1][C:2]1[CH:7]=[CH:6][CH:5]=[CH:4][C:3]=1[Si:20]([CH3:23])([CH3:22])[CH3:21]. (3) Given the reactants [Br:1][C:2]1[CH:12]=[C:11]([F:13])[C:10]([F:14])=[CH:9][C:3]=1[O:4][CH2:5][C:6]([OH:8])=O.[CH:15]([NH:18][NH:19][C:20](=[O:27])[C:21]1[CH:26]=[CH:25][CH:24]=[CH:23][CH:22]=1)([CH3:17])[CH3:16].C(N(C(C)C)CC)(C)C.C1CN([P+](Br)(N2CCCC2)N2CCCC2)CC1.F[P-](F)(F)(F)(F)F, predict the reaction product. The product is: [Br:1][C:2]1[CH:12]=[C:11]([F:13])[C:10]([F:14])=[CH:9][C:3]=1[O:4][CH2:5][C:6]([N:18]([CH:15]([CH3:17])[CH3:16])[NH:19][C:20](=[O:27])[C:21]1[CH:26]=[CH:25][CH:24]=[CH:23][CH:22]=1)=[O:8]. (4) Given the reactants C([N:8]1[CH2:13][CH2:12][N:11]([C:14]2[NH:15][C:16]([C:19]3[CH:24]=[CH:23][C:22]([F:25])=[C:21]([C:26]([F:29])([F:28])[F:27])[CH:20]=3)=[CH:17][N:18]=2)[CH2:10][CH2:9]1)C1C=CC=CC=1.[NH4+].C([O-])=O, predict the reaction product. The product is: [F:25][C:22]1[CH:23]=[CH:24][C:19]([C:16]2[NH:15][C:14]([N:11]3[CH2:10][CH2:9][NH:8][CH2:13][CH2:12]3)=[N:18][CH:17]=2)=[CH:20][C:21]=1[C:26]([F:29])([F:27])[F:28]. (5) Given the reactants [NH2:1][CH2:2][C@H:3]1[N:8]([C:9]([C:11]2[N:12]=[C:13]([CH3:23])[S:14][C:15]=2[C:16]2[CH:17]=[C:18]([CH3:22])[CH:19]=[CH:20][CH:21]=2)=[O:10])[CH2:7][C@H:6]2[C@@H:4]1[CH2:5]2.[CH3:24][C:25]1[N:26]2[C:32]([C:33](O)=[O:34])=[C:31]([CH3:36])[N:30]=[C:27]2[S:28][CH:29]=1, predict the reaction product. The product is: [CH3:23][C:13]1[S:14][C:15]([C:16]2[CH:17]=[C:18]([CH3:22])[CH:19]=[CH:20][CH:21]=2)=[C:11]([C:9]([N:8]2[CH2:7][C@H:6]3[C@H:4]([CH2:5]3)[C@H:3]2[CH2:2][NH:1][C:33]([C:32]2[N:26]3[C:27]([S:28][CH:29]=[C:25]3[CH3:24])=[N:30][C:31]=2[CH3:36])=[O:34])=[O:10])[N:12]=1. (6) Given the reactants I[C:2]1[S:3][CH:4]=[CH:5][C:6]=1[NH:7][C:8](=[O:20])[CH2:9][C:10]1[C:19]2[C:14](=[CH:15][CH:16]=[CH:17][CH:18]=2)[CH:13]=[CH:12][CH:11]=1.[CH3:21][N:22]1[CH:26]=[CH:25][N:24]=[C:23]1[Sn](CCCC)(CCCC)CCCC, predict the reaction product. The product is: [CH3:21][N:22]1[CH:26]=[CH:25][N:24]=[C:23]1[C:2]1[S:3][CH:4]=[CH:5][C:6]=1[NH:7][C:8](=[O:20])[CH2:9][C:10]1[C:19]2[C:14](=[CH:15][CH:16]=[CH:17][CH:18]=2)[CH:13]=[CH:12][CH:11]=1. (7) Given the reactants [N-:1]=[N+:2]=[N-:3].[Na+].[CH2:5]([Sn:13](Cl)([CH2:22][CH2:23][CH2:24][CH2:25][CH2:26][CH2:27][CH2:28][CH3:29])[CH2:14][CH2:15][CH2:16][CH2:17][CH2:18][CH2:19][CH2:20][CH3:21])[CH2:6][CH2:7][CH2:8][CH2:9][CH2:10][CH2:11][CH3:12], predict the reaction product. The product is: [CH2:22]([Sn:13]([N:1]=[N+:2]=[N-:3])([CH2:5][CH2:6][CH2:7][CH2:8][CH2:9][CH2:10][CH2:11][CH3:12])[CH2:14][CH2:15][CH2:16][CH2:17][CH2:18][CH2:19][CH2:20][CH3:21])[CH2:23][CH2:24][CH2:25][CH2:26][CH2:27][CH2:28][CH3:29]. (8) Given the reactants [CH2:1]([O:3][C:4]1[C:13]2[C:8](=[CH:9][CH:10]=[CH:11][CH:12]=2)[C:7]([C:14]([OH:16])=O)=[CH:6][CH:5]=1)[CH3:2].C(Cl)(=O)C([Cl:20])=O, predict the reaction product. The product is: [CH2:1]([O:3][C:4]1[C:13]2[C:8](=[CH:9][CH:10]=[CH:11][CH:12]=2)[C:7]([C:14]([Cl:20])=[O:16])=[CH:6][CH:5]=1)[CH3:2]. (9) Given the reactants C[O:2][C:3](=[O:16])[C:4]1[CH:9]=[C:8](Br)[CH:7]=[CH:6][C:5]=1[NH:11][C:12](=[O:15])[CH2:13][CH3:14].C(=O)([O-])[O-].[K+].[K+].C(N(CCCC)CCCC)CCC.[F:36][C:37]1[CH:44]=[CH:43][CH:42]=[CH:41][C:38]=1[CH:39]=[CH2:40].[OH-].[Na+], predict the reaction product. The product is: [F:36][C:37]1[CH:44]=[CH:43][CH:42]=[CH:41][C:38]=1/[CH:39]=[CH:40]/[C:8]1[CH:7]=[CH:6][C:5]([NH:11][C:12](=[O:15])[CH2:13][CH3:14])=[C:4]([CH:9]=1)[C:3]([OH:2])=[O:16]. (10) Given the reactants [C:1]([CH2:3][NH:4][C:5](=[O:37])[C:6]1[CH:11]=[CH:10][C:9]([CH:12]([O:18][C:19]2[CH:24]=[C:23]([CH3:25])[C:22]([C:26]3[CH:31]=[CH:30][C:29]([C:32]([F:35])([F:34])[F:33])=[CH:28][CH:27]=3)=[C:21]([CH3:36])[CH:20]=2)[CH2:13][C:14]([CH3:17])([CH3:16])[CH3:15])=[CH:8][CH:7]=1)#[N:2].Cl.C(N(CC)CC)C.[N-:46]=[N+:47]=[N-:48].[Na+].Cl, predict the reaction product. The product is: [CH3:36][C:21]1[CH:20]=[C:19]([O:18][CH:12]([C:9]2[CH:8]=[CH:7][C:6]([C:5]([NH:4][CH2:3][C:1]3[NH:48][N:47]=[N:46][N:2]=3)=[O:37])=[CH:11][CH:10]=2)[CH2:13][C:14]([CH3:15])([CH3:16])[CH3:17])[CH:24]=[C:23]([CH3:25])[C:22]=1[C:26]1[CH:27]=[CH:28][C:29]([C:32]([F:35])([F:33])[F:34])=[CH:30][CH:31]=1.